This data is from Full USPTO retrosynthesis dataset with 1.9M reactions from patents (1976-2016). The task is: Predict the reactants needed to synthesize the given product. (1) Given the product [F:5][C:6]1[CH:11]=[CH:10][CH:9]=[C:8]([F:12])[C:7]=1[C:13]1[NH:14][C:15]([C:24]2[CH:29]=[CH:28][C:27]([NH2:30])=[C:26]([NH:33][CH2:34][CH:35]([CH3:37])[CH3:36])[CH:25]=2)=[C:16]([C:18]2[CH:23]=[CH:22][CH:21]=[CH:20][CH:19]=2)[N:17]=1, predict the reactants needed to synthesize it. The reactants are: C([O-])=O.[NH4+].[F:5][C:6]1[CH:11]=[CH:10][CH:9]=[C:8]([F:12])[C:7]=1[C:13]1[NH:14][C:15]([C:24]2[CH:29]=[CH:28][C:27]([N+:30]([O-])=O)=[C:26]([NH:33][CH2:34][CH:35]([CH3:37])[CH3:36])[CH:25]=2)=[C:16]([C:18]2[CH:23]=[CH:22][CH:21]=[CH:20][CH:19]=2)[N:17]=1. (2) Given the product [CH3:1][O:2][C:3](=[O:18])[CH2:4][C@H:5]1[CH2:6][CH2:7][C@H:8]([C:11]2[CH:12]=[CH:13][C:14]([NH:17][C:46](=[O:47])[CH2:45][CH2:44][NH:43][C:41]([C:39]3[C:38]([C:49]([F:52])([F:50])[F:51])=[N:37][N:36]([C:30]4[CH:35]=[CH:34][CH:33]=[CH:32][CH:31]=4)[CH:40]=3)=[O:42])=[CH:15][CH:16]=2)[CH2:9][CH2:10]1, predict the reactants needed to synthesize it. The reactants are: [CH3:1][O:2][C:3](=[O:18])[CH2:4][C@H:5]1[CH2:10][CH2:9][C@H:8]([C:11]2[CH:16]=[CH:15][C:14]([NH2:17])=[CH:13][CH:12]=2)[CH2:7][CH2:6]1.CCN=C=NCCCN(C)C.[C:30]1([N:36]2[CH:40]=[C:39]([C:41]([NH:43][CH2:44][CH2:45][C:46](O)=[O:47])=[O:42])[C:38]([C:49]([F:52])([F:51])[F:50])=[N:37]2)[CH:35]=[CH:34][CH:33]=[CH:32][CH:31]=1.C1C=CC2N(O)N=NC=2C=1.C(N(C(C)C)C(C)C)C. (3) Given the product [F:12][C:10]1[CH:9]=[C:8]([F:13])[CH:7]=[C:6]2[C:11]=1[C:2]([N:36]1[C:30]3[C:31](=[N:32][CH:33]=[C:28]([N:25]4[CH2:26][CH2:27][O:22][CH2:23][CH2:24]4)[CH:29]=3)[C:34]3([CH2:41][CH2:40][O:39][CH2:38][CH2:37]3)[CH2:35]1)=[C:3]([CH3:21])[C:4]([C:14]1[CH:19]=[C:18]([CH3:20])[CH:17]=[CH:16][N:15]=1)=[N:5]2, predict the reactants needed to synthesize it. The reactants are: Cl[C:2]1[C:11]2[C:6](=[CH:7][C:8]([F:13])=[CH:9][C:10]=2[F:12])[N:5]=[C:4]([C:14]2[CH:19]=[C:18]([CH3:20])[CH:17]=[CH:16][N:15]=2)[C:3]=1[CH3:21].[O:22]1[CH2:27][CH2:26][N:25]([C:28]2[CH:29]=[C:30]3[NH:36][CH2:35][C:34]4([CH2:41][CH2:40][O:39][CH2:38][CH2:37]4)[C:31]3=[N:32][CH:33]=2)[CH2:24][CH2:23]1.CC(C)([O-])C.[Na+]. (4) Given the product [CH3:2][O:3][C:4]([C:7]1[N:11]([CH2:12][CH:13]2[CH2:18][CH2:17][O:16][CH2:15][CH2:14]2)[C:10]2[CH:19]=[CH:20][C:21]([N:23]([CH3:24])[S:34]([C:31]3[CH:30]=[CH:29][C:28]([N+:25]([O-:27])=[O:26])=[CH:33][CH:32]=3)(=[O:35])=[O:36])=[CH:22][C:9]=2[N:8]=1)([CH3:6])[CH3:5], predict the reactants needed to synthesize it. The reactants are: Cl.[CH3:2][O:3][C:4]([C:7]1[N:11]([CH2:12][CH:13]2[CH2:18][CH2:17][O:16][CH2:15][CH2:14]2)[C:10]2[CH:19]=[CH:20][C:21]([NH:23][CH3:24])=[CH:22][C:9]=2[N:8]=1)([CH3:6])[CH3:5].[N+:25]([C:28]1[CH:33]=[CH:32][C:31]([S:34](Cl)(=[O:36])=[O:35])=[CH:30][CH:29]=1)([O-:27])=[O:26].